Dataset: Full USPTO retrosynthesis dataset with 1.9M reactions from patents (1976-2016). Task: Predict the reactants needed to synthesize the given product. Given the product [Cl:22][C:23]1[CH:28]=[C:27]([C:2]2[CH:7]=[CH:6][C:5]([F:8])=[CH:4][C:3]=2[NH:9][C:10](=[O:21])[O:11][CH:12]2[CH2:18][CH:17]3[N:19]([CH3:20])[CH:14]([CH2:15][CH2:16]3)[CH2:13]2)[CH:26]=[CH:25][CH:24]=1, predict the reactants needed to synthesize it. The reactants are: Br[C:2]1[CH:7]=[CH:6][C:5]([F:8])=[CH:4][C:3]=1[NH:9][C:10](=[O:21])[O:11][CH:12]1[CH2:18][CH:17]2[N:19]([CH3:20])[CH:14]([CH2:15][CH2:16]2)[CH2:13]1.[Cl:22][C:23]1[CH:24]=[C:25](B(O)O)[CH:26]=[CH:27][CH:28]=1.C([O-])([O-])=O.[K+].[K+].CCN(C(N1N=NN(C2C(Cl)=CC=CC=2)C1=O)=O)C1CCCCC1.